This data is from Forward reaction prediction with 1.9M reactions from USPTO patents (1976-2016). The task is: Predict the product of the given reaction. (1) Given the reactants FC1C=C(CN)C=NC=1.[O:10]1[CH:14]=[C:13]([CH2:15][NH2:16])[N:12]=[CH:11]1.[F:17][C:18]1[CH:39]=[CH:38][C:21]([CH2:22][N:23]2[CH2:27][CH2:26][N:25]([C:28]3[S:29][C:30]([C:34](O)=[O:35])=[C:31]([CH3:33])[N:32]=3)[C:24]2=[O:37])=[CH:20][CH:19]=1, predict the reaction product. The product is: [F:17][C:18]1[CH:39]=[CH:38][C:21]([CH2:22][N:23]2[CH2:27][CH2:26][N:25]([C:28]3[S:29][C:30]([C:34]([NH:16][CH2:15][C:13]4[N:12]=[CH:11][O:10][CH:14]=4)=[O:35])=[C:31]([CH3:33])[N:32]=3)[C:24]2=[O:37])=[CH:20][CH:19]=1. (2) Given the reactants [N+:1]([C:4]1[CH:9]=[CH:8][C:7]([S:10](Cl)(=[O:12])=[O:11])=[CH:6][CH:5]=1)([O-:3])=[O:2].[CH2:14]([NH2:21])[C:15]1[CH:20]=[CH:19][CH:18]=[CH:17][CH:16]=1.C(N(CC)CC)C, predict the reaction product. The product is: [CH2:14]([NH:21][S:10]([C:7]1[CH:8]=[CH:9][C:4]([N+:1]([O-:3])=[O:2])=[CH:5][CH:6]=1)(=[O:12])=[O:11])[C:15]1[CH:20]=[CH:19][CH:18]=[CH:17][CH:16]=1. (3) Given the reactants BrCC(OC(C)(C)C)=O.C(NCC1C=CC=CC=1)C1C=CC=CC=1.[CH2:25]([N:32]([CH2:42][C:43]1[CH:48]=[CH:47][CH:46]=[CH:45][CH:44]=1)[CH:33]([CH3:41])[C:34]([O:36][C:37]([CH3:40])([CH3:39])[CH3:38])=[O:35])[C:26]1[CH:31]=[CH:30][CH:29]=[CH:28][CH:27]=1.C([N-]C(C)C)(C)C.[Li+].[Si:57]([O:64][C@H:65]1[C@@H:69]([O:70][Si:71]([C:74]([CH3:77])([CH3:76])[CH3:75])([CH3:73])[CH3:72])[C@H:68]([N:78]2[CH:83]=[CH:82][C:81](=[O:84])[N:80]([CH2:85][C:86]3[CH:91]=[CH:90][C:89]([O:92][CH3:93])=[CH:88][CH:87]=3)[C:79]2=[O:94])[O:67][C@H:66]1[CH:95]=[O:96])([C:60]([CH3:63])([CH3:62])[CH3:61])([CH3:59])[CH3:58], predict the reaction product. The product is: [CH2:25]([N:32]([CH2:42][C:43]1[CH:44]=[CH:45][CH:46]=[CH:47][CH:48]=1)[CH:33]([CH3:41])[C:34]([O:36][C:37]([CH3:40])([CH3:39])[CH3:38])=[O:35])[C:26]1[CH:27]=[CH:28][CH:29]=[CH:30][CH:31]=1.[C:60]([Si:57]([CH3:59])([CH3:58])[O:64][C@H:65]1[C@@H:69]([O:70][Si:71]([C:74]([CH3:75])([CH3:77])[CH3:76])([CH3:72])[CH3:73])[C@H:68]([N:78]2[CH:83]=[CH:82][C:81](=[O:84])[N:80]([CH2:85][C:86]3[CH:87]=[CH:88][C:89]([O:92][CH3:93])=[CH:90][CH:91]=3)[C:79]2=[O:94])[O:67][C@@H:66]1[C@@H:95]([OH:96])[C@H:33]([N:32]([CH2:25][C:26]1[CH:27]=[CH:28][CH:29]=[CH:30][CH:31]=1)[CH2:42][C:43]1[CH:44]=[CH:45][CH:46]=[CH:47][CH:48]=1)[C:34]([O:36][C:37]([CH3:40])([CH3:39])[CH3:38])=[O:35])([CH3:61])([CH3:62])[CH3:63]. (4) The product is: [ClH:1].[N:2]12[CH2:9][CH2:8][CH:5]([CH2:6][CH2:7]1)[C@@H:4]([NH:10][C:11]([C:13]1[S:14][C:15]3[C:21]([C:22]4[CH:30]=[CH:29][CH:28]=[C:24]([C:25]([NH:37][CH2:36][CH2:35][CH2:34][O:33][CH2:31][CH3:32])=[O:27])[CH:23]=4)=[CH:20][CH:19]=[CH:18][C:16]=3[CH:17]=1)=[O:12])[CH2:3]2. Given the reactants [ClH:1].[N:2]12[CH2:9][CH2:8][CH:5]([CH2:6][CH2:7]1)[C@@H:4]([NH:10][C:11]([C:13]1[S:14][C:15]3[C:21]([C:22]4[CH:23]=[C:24]([CH:28]=[CH:29][CH:30]=4)[C:25]([OH:27])=O)=[CH:20][CH:19]=[CH:18][C:16]=3[CH:17]=1)=[O:12])[CH2:3]2.[CH2:31]([O:33][CH2:34][CH2:35][CH2:36][NH2:37])[CH3:32], predict the reaction product.